Dataset: Full USPTO retrosynthesis dataset with 1.9M reactions from patents (1976-2016). Task: Predict the reactants needed to synthesize the given product. Given the product [C:1]([C:5]1[C:6]([OH:12])=[C:7]([CH:8]=[C:9]([CH3:11])[CH:10]=1)[C:28]([NH:27][C:15]1[CH:16]=[CH:17][C:18]([S:20]([C:23]([F:24])([F:25])[F:26])(=[O:21])=[O:22])=[CH:19][C:14]=1[Cl:13])=[O:29])([CH3:4])([CH3:3])[CH3:2], predict the reactants needed to synthesize it. The reactants are: [C:1]([C:5]1[CH:10]=[C:9]([CH3:11])[CH:8]=[CH:7][C:6]=1[OH:12])([CH3:4])([CH3:3])[CH3:2].[Cl:13][C:14]1[CH:19]=[C:18]([S:20]([C:23]([F:26])([F:25])[F:24])(=[O:22])=[O:21])[CH:17]=[CH:16][C:15]=1[N:27]=[C:28]=[O:29].